Dataset: Forward reaction prediction with 1.9M reactions from USPTO patents (1976-2016). Task: Predict the product of the given reaction. Given the reactants [F:1][C:2]([F:33])([F:32])[C:3]1[CH:4]=[C:5]([C:9]#[C:10][C:11]2[N:15]3[CH:16]=[CH:17][CH:18]=[CH:19][C:14]3=[N:13][C:12]=2[CH2:20][O:21][C:22]2[CH:31]=[CH:30][CH:29]=[CH:28][C:23]=2[C:24](OC)=[O:25])[CH:6]=[CH:7][CH:8]=1.COCCO[AlH2-]OCCOC.[Na+].O.[OH-].[Na+], predict the reaction product. The product is: [F:33][C:2]([F:1])([F:32])[C:3]1[CH:4]=[C:5]([C:9]#[C:10][C:11]2[N:15]3[CH:16]=[CH:17][CH:18]=[CH:19][C:14]3=[N:13][C:12]=2[CH2:20][O:21][C:22]2[CH:31]=[CH:30][CH:29]=[CH:28][C:23]=2[CH2:24][OH:25])[CH:6]=[CH:7][CH:8]=1.